Dataset: Forward reaction prediction with 1.9M reactions from USPTO patents (1976-2016). Task: Predict the product of the given reaction. (1) Given the reactants [O:1]1[C:5]2[CH:6]=[CH:7][C:8]([C:10]3([C:13]([NH:15][C:16]4[CH:21]=[CH:20][C:19]([CH:22]([OH:31])[C:23]5[CH:28]=[CH:27][CH:26]=[CH:25][C:24]=5[O:29][CH3:30])=[CH:18][N:17]=4)=[O:14])[CH2:12][CH2:11]3)=[CH:9][C:4]=2[O:3][CH2:2]1.[O:32]1[CH2:37][CH2:36][N:35]([CH2:38][CH2:39]O)[CH2:34][CH2:33]1.O1C2C=CC(C3(C(NC4C=CC(C(OCCCO)C5C=CC=CC=5OC)=CN=4)=O)CC3)=CC=2OC1, predict the reaction product. The product is: [O:1]1[C:5]2[CH:6]=[CH:7][C:8]([C:10]3([C:13]([NH:15][C:16]4[CH:21]=[CH:20][C:19]([CH:22]([C:23]5[CH:28]=[CH:27][CH:26]=[CH:25][C:24]=5[O:29][CH3:30])[O:31][CH2:39][CH2:38][N:35]5[CH2:36][CH2:37][O:32][CH2:33][CH2:34]5)=[CH:18][N:17]=4)=[O:14])[CH2:12][CH2:11]3)=[CH:9][C:4]=2[O:3][CH2:2]1. (2) Given the reactants [C:1]([O-:4])(=[O:3])[CH3:2].[C:5]([O-:8])(=[O:7])[CH3:6].[C:9]([O-:12])(=[O:11])[CH3:10].C([O-])(=O)C.[Pb+4:17].[Cl:18][C:19]1[CH:34]=[CH:33][C:22]([C:23]2[CH:24]=[CH:25][C:26]([CH3:32])=[C:27](B(O)O)[CH:28]=2)=[CH:21][CH:20]=1, predict the reaction product. The product is: [C:1]([O-:4])(=[O:3])[CH3:2].[C:5]([O-:8])(=[O:7])[CH3:6].[C:9]([O-:12])(=[O:11])[CH3:10].[Cl:18][C:19]1[CH:34]=[CH:33][C:22]([C:23]2[CH:24]=[CH:25][C:26]([CH3:32])=[C:27]([Pb+3:17])[CH:28]=2)=[CH:21][CH:20]=1. (3) Given the reactants [CH2:1]([O:3][C:4](=[O:26])[CH2:5][C:6]([NH:8][CH:9]1[CH2:13][CH2:12][N:11]([C:14]([O:16]C2C=CC([N+]([O-])=O)=CC=2)=O)[CH2:10]1)=[O:7])[CH3:2].Cl.[N:28]1[CH:33]=[CH:32][C:31]([N:34]2[CH2:38][CH2:37][C:36]3([CH2:43][CH2:42][NH:41][CH2:40][CH2:39]3)[CH2:35]2)=[CH:30][CH:29]=1.CCN(C(C)C)C(C)C, predict the reaction product. The product is: [O:7]=[C:6]([NH:8][CH:9]1[CH2:13][CH2:12][N:11]([C:14]([N:41]2[CH2:40][CH2:39][C:36]3([CH2:35][N:34]([C:31]4[CH:30]=[CH:29][N:28]=[CH:33][CH:32]=4)[CH2:38][CH2:37]3)[CH2:43][CH2:42]2)=[O:16])[CH2:10]1)[CH2:5][C:4]([O:3][CH2:1][CH3:2])=[O:26]. (4) The product is: [C:1]([O:5][C:6]([N:8]1[CH2:13][CH2:12][CH:11]([C:14]2[CH:19]=[CH:18][C:17]([C:20]([OH:22])=[O:21])=[CH:16][C:15]=2[C:23]([F:26])([F:24])[F:25])[CH2:10][CH2:9]1)=[O:7])([CH3:4])([CH3:2])[CH3:3]. Given the reactants [C:1]([O:5][C:6]([N:8]1[CH2:13][CH:12]=[C:11]([C:14]2[CH:19]=[CH:18][C:17]([C:20]([OH:22])=[O:21])=[CH:16][C:15]=2[C:23]([F:26])([F:25])[F:24])[CH2:10][CH2:9]1)=[O:7])([CH3:4])([CH3:3])[CH3:2], predict the reaction product. (5) Given the reactants [C:1]([C:5]1[CH:9]=[C:8]([C:10]([O:12][CH2:13][CH3:14])=[O:11])[NH:7][N:6]=1)([CH3:4])([CH3:3])[CH3:2].[OH:15][CH2:16][C:17]1[CH:18]=[C:19](B(O)O)[CH:20]=[CH:21][CH:22]=1.N1C=CC=CC=1, predict the reaction product. The product is: [C:1]([C:5]1[CH:9]=[C:8]([C:10]([O:12][CH2:13][CH3:14])=[O:11])[N:7]([C:21]2[CH:20]=[CH:19][CH:18]=[C:17]([CH2:16][OH:15])[CH:22]=2)[N:6]=1)([CH3:4])([CH3:2])[CH3:3]. (6) Given the reactants [NH2:1][C:2]1[CH:7]=[CH:6][N:5]([C@H:8]2[C@H:12]([OH:13])[C@H:11]([O:14]CC3C=CC=CC=3)[C@:10]([CH2:24][O:25]CC3C=CC=CC=3)([CH:22]=[CH2:23])[O:9]2)[C:4](=[O:33])[N:3]=1.B(Cl)(Cl)Cl, predict the reaction product. The product is: [NH2:1][C:2]1[CH:7]=[CH:6][N:5]([C@H:8]2[C@H:12]([OH:13])[C@H:11]([OH:14])[C@:10]([CH2:24][OH:25])([CH:22]=[CH2:23])[O:9]2)[C:4](=[O:33])[N:3]=1. (7) Given the reactants [Cl:1][C:2]1[C:3]([C:8]2[N:12]=[CH:11][NH:10][N:9]=2)=[C:4]([NH2:7])[S:5][CH:6]=1.[O:13]=[C:14]1[CH:23]=[CH:22][C:21]2[C:16](=[CH:17][CH:18]=[C:19]([C:24]([F:27])([F:26])[F:25])[CH:20]=2)[N:15]1[CH2:28][C:29](O)=[O:30], predict the reaction product. The product is: [Cl:1][C:2]1[C:3]([C:8]2[N:12]=[CH:11][NH:10][N:9]=2)=[C:4]([NH:7][C:29](=[O:30])[CH2:28][N:15]2[C:16]3[C:21](=[CH:20][C:19]([C:24]([F:25])([F:27])[F:26])=[CH:18][CH:17]=3)[CH:22]=[CH:23][C:14]2=[O:13])[S:5][CH:6]=1. (8) Given the reactants C([O:5][C:6](=[O:36])[CH:7]([C:30]1[CH:35]=[CH:34][CH:33]=[CH:32][CH:31]=1)[CH2:8][NH:9][C:10]([C:12]1[N:13]=[CH:14][C:15]2[C:20]([C:21]=1[OH:22])=[CH:19][CH:18]=[C:17]([O:23][C:24]1[CH:29]=[CH:28][CH:27]=[CH:26][CH:25]=1)[CH:16]=2)=[O:11])(C)(C)C.C(O)(C(F)(F)F)=O.O, predict the reaction product. The product is: [OH:22][C:21]1[C:20]2[C:15](=[CH:16][C:17]([O:23][C:24]3[CH:25]=[CH:26][CH:27]=[CH:28][CH:29]=3)=[CH:18][CH:19]=2)[CH:14]=[N:13][C:12]=1[C:10]([NH:9][CH2:8][CH:7]([C:30]1[CH:35]=[CH:34][CH:33]=[CH:32][CH:31]=1)[C:6]([OH:36])=[O:5])=[O:11]. (9) Given the reactants [NH2:1][C@@H:2]([CH2:22][C:23]1[CH:28]=[CH:27][C:26]([O:29][C:30]([CH3:33])([CH3:32])[CH3:31])=[CH:25][CH:24]=1)[C:3]([N:5]([CH2:14][CH:15]([O:19][CH2:20][CH3:21])[O:16][CH2:17][CH3:18])[CH2:6][C:7]1[CH:12]=[CH:11][CH:10]=[C:9]([F:13])[N:8]=1)=[O:4].[CH2:34]([NH:41][C:42]([NH:44][N:45]([CH2:50][CH:51]=[CH2:52])[CH2:46][C:47](O)=[O:48])=[O:43])[C:35]1[CH:40]=[CH:39][CH:38]=[CH:37][CH:36]=1.C(N(CC)CC)C.CN(C(ON1N=NC2C=CC=NC1=2)=[N+](C)C)C.F[P-](F)(F)(F)(F)F, predict the reaction product. The product is: [CH2:34]([NH:41][C:42]([NH:44][N:45]([CH2:50][CH:51]=[CH2:52])[CH2:46][C:47]([NH:1][C@@H:2]([CH2:22][C:23]1[CH:24]=[CH:25][C:26]([O:29][C:30]([CH3:31])([CH3:33])[CH3:32])=[CH:27][CH:28]=1)[C:3]([N:5]([CH2:14][CH:15]([O:19][CH2:20][CH3:21])[O:16][CH2:17][CH3:18])[CH2:6][C:7]1[CH:12]=[CH:11][CH:10]=[C:9]([F:13])[N:8]=1)=[O:4])=[O:48])=[O:43])[C:35]1[CH:36]=[CH:37][CH:38]=[CH:39][CH:40]=1.